From a dataset of Forward reaction prediction with 1.9M reactions from USPTO patents (1976-2016). Predict the product of the given reaction. Given the reactants [Br:1][C:2]1[CH:7]=[CH:6][C:5]([OH:8])=[C:4]([F:9])[CH:3]=1.[C:10]([C:12]1[N:16]([CH:17]2[CH2:22][CH2:21][N:20]([C:23]([O:25][CH:26]([CH3:28])[CH3:27])=[O:24])[CH2:19][CH2:18]2)[N:15]=[CH:14][C:13]=1[CH2:29]O)#[N:11].[Si](OCCSC1C=CC(OCC2C=NN(C3CCN(C(OC(C)C)=O)CC3)C=2C#N)=C(F)C=1)(C(C)(C)C)(C)C, predict the reaction product. The product is: [Br:1][C:2]1[CH:7]=[CH:6][C:5]([O:8][CH2:29][C:13]2[CH:14]=[N:15][N:16]([CH:17]3[CH2:22][CH2:21][N:20]([C:23]([O:25][CH:26]([CH3:28])[CH3:27])=[O:24])[CH2:19][CH2:18]3)[C:12]=2[C:10]#[N:11])=[C:4]([F:9])[CH:3]=1.